Dataset: Reaction yield outcomes from USPTO patents with 853,638 reactions. Task: Predict the reaction yield, written as a fraction of the theoretical maximum amount of product (1.0 means a 100% yield; for example, 0.34 means a 34% yield). The reactants are [Cl:1][C:2]1[N:7]=[CH:6][C:5]([NH:8][CH3:9])=[C:4](I)[CH:3]=1.[Cl:11][C:12]1[CH:17]=[CH:16][CH:15]=[CH:14][C:13]=1B(O)O.C1(P(C2C=CC=CC=2)C2C=CC=CC=2)C=CC=CC=1.C(=O)([O-])[O-].[Na+].[Na+]. The catalyst is C(OCC)(=O)C.C([O-])(=O)C.[Pd+2].C([O-])(=O)C.COCCOC. The product is [Cl:1][C:2]1[N:7]=[CH:6][C:5]([NH:8][CH3:9])=[C:4]([C:13]2[CH:14]=[CH:15][CH:16]=[CH:17][C:12]=2[Cl:11])[CH:3]=1. The yield is 0.830.